From a dataset of Full USPTO retrosynthesis dataset with 1.9M reactions from patents (1976-2016). Predict the reactants needed to synthesize the given product. (1) Given the product [NH2:29][C:16]1[CH:17]=[C:18]([C:21]2[CH:22]=[C:23]([F:28])[CH:24]=[C:25]([F:27])[CH:26]=2)[CH:19]=[CH:20][C:15]=1[C:13]([NH:12][C@@H:7]([CH:1]1[CH2:2][CH2:3][CH2:4][CH2:5][CH2:6]1)[C:8]([O:10][CH3:11])=[O:9])=[O:14], predict the reactants needed to synthesize it. The reactants are: [CH:1]1([C@H:7]([NH:12][C:13]([C:15]2[CH:20]=[CH:19][C:18]([C:21]3[CH:26]=[C:25]([F:27])[CH:24]=[C:23]([F:28])[CH:22]=3)=[CH:17][C:16]=2[N+:29]([O-])=O)=[O:14])[C:8]([O:10][CH3:11])=[O:9])[CH2:6][CH2:5][CH2:4][CH2:3][CH2:2]1. (2) Given the product [Cl:1][C:2]1([F:26])[CH:7]=[CH:6][C:5]([CH:8]2[CH2:14][C:13](=[O:15])[O:12][C:10](=[O:11])[CH2:9]2)=[CH:4][CH2:3]1, predict the reactants needed to synthesize it. The reactants are: [Cl:1][C:2]1[CH:7]=[CH:6][C:5]([CH:8]2[CH2:14][C:13](=[O:15])[O:12][C:10](=[O:11])[CH2:9]2)=[CH:4][C:3]=1F.ClC1C=CC(C=O)=CC=1[F:26].C(OCC)(=O)CC(C)=O. (3) Given the product [Br:38][CH2:1][C:2]1[CH:3]=[CH:4][C:5]([C:8]2[CH:13]=[CH:12][CH:11]=[CH:10][C:9]=2[C:14]2[N:18]([C:19]([C:32]3[CH:37]=[CH:36][CH:35]=[CH:34][CH:33]=3)([C:26]3[CH:27]=[CH:28][CH:29]=[CH:30][CH:31]=3)[C:20]3[CH:25]=[CH:24][CH:23]=[CH:22][CH:21]=3)[N:17]=[N:16][N:15]=2)=[CH:6][CH:7]=1, predict the reactants needed to synthesize it. The reactants are: [CH3:1][C:2]1[CH:7]=[CH:6][C:5]([C:8]2[CH:13]=[CH:12][CH:11]=[CH:10][C:9]=2[C:14]2[N:18]([C:19]([C:32]3[CH:37]=[CH:36][CH:35]=[CH:34][CH:33]=3)([C:26]3[CH:31]=[CH:30][CH:29]=[CH:28][CH:27]=3)[C:20]3[CH:25]=[CH:24][CH:23]=[CH:22][CH:21]=3)[N:17]=[N:16][N:15]=2)=[CH:4][CH:3]=1.[Br:38]N1C(=O)CCC1=O.C(OOC(=O)C1C=CC=CC=1)(=O)C1C=CC=CC=1. (4) Given the product [CH3:1][C:2]1[CH:3]=[C:4]([C:8]2[N:9]=[C:10]3[CH:15]=[CH:14][CH:13]=[N:12][N:11]3[C:16]=2[C:17]2[CH:22]=[CH:21][N:20]=[C:19]([NH:23][C:31]([NH:30][C:24]3[CH:29]=[CH:28][CH:27]=[CH:26][CH:25]=3)=[O:32])[CH:18]=2)[CH:5]=[CH:6][CH:7]=1, predict the reactants needed to synthesize it. The reactants are: [CH3:1][C:2]1[CH:3]=[C:4]([C:8]2[N:9]=[C:10]3[CH:15]=[CH:14][CH:13]=[N:12][N:11]3[C:16]=2[C:17]2[CH:22]=[CH:21][N:20]=[C:19]([NH2:23])[CH:18]=2)[CH:5]=[CH:6][CH:7]=1.[C:24]1([N:30]=[C:31]=[O:32])[CH:29]=[CH:28][CH:27]=[CH:26][CH:25]=1.C(=O)([O-])O.[Na+]. (5) Given the product [NH2:11][CH2:10][C:5]1[CH:6]=[CH:7][CH:8]=[CH:9][C:4]=1[NH2:1], predict the reactants needed to synthesize it. The reactants are: [N+:1]([C:4]1[CH:9]=[CH:8][CH:7]=[CH:6][C:5]=1[CH2:10][NH2:11])([O-])=O.[H][H]. (6) Given the product [CH3:50][N:51]1[C:59]2[C:54](=[CH:55][C:56]([C:60]3[CH:61]=[C:62]([NH:66][C:23]([C:18]4[C:19](=[O:22])[O:20][C:21]5[C:16]([CH:17]=4)=[CH:15][CH:14]=[CH:13][C:12]=5[O:11][CH3:10])=[O:25])[CH:63]=[CH:64][CH:65]=3)=[CH:57][CH:58]=2)[CH:53]=[CH:52]1, predict the reactants needed to synthesize it. The reactants are: CCN(C(C)C)C(C)C.[CH3:10][O:11][C:12]1[CH:13]=[CH:14][CH:15]=[C:16]2[C:21]=1[O:20][C:19](=[O:22])[C:18]([C:23]([OH:25])=O)=[CH:17]2.CN(C(ON1N=NC2C=CC=NC1=2)=[N+](C)C)C.F[P-](F)(F)(F)(F)F.[CH3:50][N:51]1[C:59]2[C:54](=[CH:55][C:56]([C:60]3[CH:61]=[C:62]([NH2:66])[CH:63]=[CH:64][CH:65]=3)=[CH:57][CH:58]=2)[CH:53]=[CH:52]1. (7) Given the product [C:21]([C:16]1[C:15]([C:13]([C:12]2[CH:23]=[CH:24][CH:25]=[C:10]([O:9][CH3:8])[CH:11]=2)=[N:7][S:5]([C:2]([CH3:4])([CH3:3])[CH3:1])=[O:6])=[CH:20][CH:19]=[CH:18][N:17]=1)#[N:22], predict the reactants needed to synthesize it. The reactants are: [CH3:1][C:2]([S:5]([NH2:7])=[O:6])([CH3:4])[CH3:3].[CH3:8][O:9][C:10]1[CH:11]=[C:12]([CH:23]=[CH:24][CH:25]=1)[C:13]([C:15]1[C:16]([C:21]#[N:22])=[N:17][CH:18]=[CH:19][CH:20]=1)=O.CO.C([O-])(O)=O.[Na+].